Dataset: Reaction yield outcomes from USPTO patents with 853,638 reactions. Task: Predict the reaction yield, written as a fraction of the theoretical maximum amount of product (1.0 means a 100% yield; for example, 0.34 means a 34% yield). (1) The reactants are B(Br)(Br)Br.[Br:5][C:6]1[C:11]([Cl:12])=[CH:10][C:9]([N:13]2[C:17](=[O:18])[NH:16][C:15]([C:19]3[S:20][C:21]([Br:24])=[CH:22][CH:23]=3)=[N:14]2)=[C:8]([O:25]C)[CH:7]=1. The catalyst is ClCCl. The product is [Br:5][C:6]1[C:11]([Cl:12])=[CH:10][C:9]([N:13]2[C:17](=[O:18])[NH:16][C:15]([C:19]3[S:20][C:21]([Br:24])=[CH:22][CH:23]=3)=[N:14]2)=[C:8]([OH:25])[CH:7]=1. The yield is 0.810. (2) The reactants are Br[C:2]1[N:3]=[C:4]([N:9]2[CH2:14][CH2:13][CH2:12][CH2:11][CH2:10]2)[C:5]([NH2:8])=[N:6][CH:7]=1.[N:15]1[CH:20]=[CH:19][C:18](B(O)O)=[CH:17][CH:16]=1. No catalyst specified. The product is [N:9]1([C:4]2[C:5]([NH2:8])=[N:6][CH:7]=[C:2]([C:18]3[CH:19]=[CH:20][N:15]=[CH:16][CH:17]=3)[N:3]=2)[CH2:14][CH2:13][CH2:12][CH2:11][CH2:10]1. The yield is 0.450. (3) The reactants are [NH2:1][N:2]1[CH:6]=[C:5]([CH3:7])[CH:4]=[C:3]1[C:8]#[N:9].NN1C=CC(C)=C1C#N.[OH-:19].[K+]. The catalyst is O. The product is [NH2:1][N:2]1[CH:6]=[C:5]([CH3:7])[CH:4]=[C:3]1[C:8]([NH2:9])=[O:19]. The yield is 0.100. (4) The reactants are [Cl:1][C:2]1[CH:7]=[CH:6][C:5]([C:8]2([OH:28])[C:16]3[C:11](=[CH:12][CH:13]=[CH:14][CH:15]=3)[C:10](=[O:17])[N:9]2[CH2:18][C:19]2[CH:24]=[CH:23][C:22]([N+:25]([O-:27])=[O:26])=[CH:21][CH:20]=2)=[CH:4][CH:3]=1.[C:29]1([CH2:34]O)([CH2:32][OH:33])[CH2:31][CH2:30]1. No catalyst specified. The product is [Cl:1][C:2]1[CH:7]=[CH:6][C:5]([C:8]2([O:28][CH2:34][C:29]3([CH2:32][OH:33])[CH2:31][CH2:30]3)[C:16]3[C:11](=[CH:12][CH:13]=[CH:14][CH:15]=3)[C:10](=[O:17])[N:9]2[CH2:18][C:19]2[CH:24]=[CH:23][C:22]([N+:25]([O-:27])=[O:26])=[CH:21][CH:20]=2)=[CH:4][CH:3]=1. The yield is 0.630. (5) The catalyst is CN(C=O)C. The reactants are Cl[C:2]1[C:7]([Cl:8])=[CH:6][N:5]=[CH:4][C:3]=1[CH:9]=[O:10].[N-:11]=[N+:12]=[N-:13].[Na+]. The product is [N:11]([C:2]1[C:7]([Cl:8])=[CH:6][N:5]=[CH:4][C:3]=1[CH:9]=[O:10])=[N+:12]=[N-:13]. The yield is 0.960. (6) The reactants are [BH4-].[Na+].[CH3:3][CH:4]([CH3:16])[C:5](=[O:15])[CH2:6][CH2:7][NH:8][C:9]1[CH:14]=[CH:13][CH:12]=[CH:11][CH:10]=1. The catalyst is CO. The product is [CH3:3][CH:4]([CH3:16])[CH:5]([OH:15])[CH2:6][CH2:7][NH:8][C:9]1[CH:14]=[CH:13][CH:12]=[CH:11][CH:10]=1. The yield is 0.230.